This data is from Experimentally validated miRNA-target interactions with 360,000+ pairs, plus equal number of negative samples. The task is: Binary Classification. Given a miRNA mature sequence and a target amino acid sequence, predict their likelihood of interaction. The miRNA is hsa-miR-1260b with sequence AUCCCACCACUGCCACCAU. The protein sequence of the target gene is MYPQGRHPAPHQPGQPGFKFTVAESCDRIKDEFQFLQAQYHSLKVEYDKLANEKTEMQRHYVMYYEMSYGLNIEMHKQTEIAKRLNTILAQIMPFLSQEHQQQVAQAVERAKQVTMTELNAIIGQQQLQAQHLSHATHGPPVQLPPHPSGLQPPGIPPVTGSSSGLLALGALGSQAHLTVKDEKNHHELDHRERESSANNSVSPSESLRASEKHRGSADYSMEAKKRKAEEKDSLSRYDSDGDKSDDLVVDVSNEDPATPRVSPAHSPPENGLDKARSLKKDAPTSPASVASSSSTPSSK.... Result: 1 (interaction).